Dataset: Forward reaction prediction with 1.9M reactions from USPTO patents (1976-2016). Task: Predict the product of the given reaction. Given the reactants Br[C:2]1[CH:3]=[C:4]([N:13]([C@H:16]2[CH2:21][CH2:20][C@H:19]([N:22]([CH3:24])[CH3:23])[CH2:18][CH2:17]2)[CH2:14][CH3:15])[C:5]([CH3:12])=[C:6]([CH:11]=1)[C:7]([O:9][CH3:10])=[O:8].[CH3:25][O:26][CH2:27][C:28]1[N:33]=[CH:32][C:31](B(O)O)=[CH:30][CH:29]=1.C([O-])([O-])=O.[Na+].[Na+], predict the reaction product. The product is: [CH3:23][N:22]([CH3:24])[C@H:19]1[CH2:20][CH2:21][C@H:16]([N:13]([CH2:14][CH3:15])[C:4]2[C:5]([CH3:12])=[C:6]([CH:11]=[C:2]([C:31]3[CH:32]=[N:33][C:28]([CH2:27][O:26][CH3:25])=[CH:29][CH:30]=3)[CH:3]=2)[C:7]([O:9][CH3:10])=[O:8])[CH2:17][CH2:18]1.